This data is from Full USPTO retrosynthesis dataset with 1.9M reactions from patents (1976-2016). The task is: Predict the reactants needed to synthesize the given product. (1) The reactants are: [H-].[Na+].[Cl:3][C:4]1[CH:5]=[C:6]([S:10]([NH:13][CH2:14][C:15]2[C:24]3[C:19](=[CH:20][CH:21]=[CH:22][CH:23]=3)[CH:18]=[CH:17][CH:16]=2)(=[O:12])=[O:11])[S:7][C:8]=1[Cl:9].[CH3:25][O:26][C:27]1[CH:34]=[CH:33][C:30]([CH2:31]Br)=[CH:29][CH:28]=1. Given the product [Cl:3][C:4]1[CH:5]=[C:6]([S:10]([N:13]([CH2:31][C:30]2[CH:33]=[CH:34][C:27]([O:26][CH3:25])=[CH:28][CH:29]=2)[CH2:14][C:15]2[C:24]3[C:19](=[CH:20][CH:21]=[CH:22][CH:23]=3)[CH:18]=[CH:17][CH:16]=2)(=[O:11])=[O:12])[S:7][C:8]=1[Cl:9], predict the reactants needed to synthesize it. (2) Given the product [CH2:3]([C:5]1[C:10](=[O:11])[N:9]([CH2:73][C:72]2[CH:75]=[CH:76][C:69]([O:68][CH3:67])=[CH:70][CH:71]=2)[CH:8]=[N:7][C:6]=1[O:12][CH2:13][C:14]1[CH:21]=[CH:20][CH:19]=[CH:18][C:15]=1[C:16]#[N:17])[CH3:4], predict the reactants needed to synthesize it. The reactants are: [H-].[Na+].[CH2:3]([C:5]1[C:10](=[O:11])[NH:9][CH:8]=[N:7][C:6]=1[O:12][CH2:13][C:14]1[CH:21]=[CH:20][CH:19]=[CH:18][C:15]=1[C:16]#[N:17])[CH3:4].C(N1C(=O)C(CC)=C(OCC2C=CC=CC=2CNC(NC2N(C3C=CC(C)=CC=3)N=C(C(C)(C)C)C=2)=O)N=C1)C1C=CC=CC=1.[CH3:67][O:68][C:69]1[CH:76]=[CH:75][C:72]([CH2:73]Cl)=[CH:71][CH:70]=1.